Dataset: Full USPTO retrosynthesis dataset with 1.9M reactions from patents (1976-2016). Task: Predict the reactants needed to synthesize the given product. (1) Given the product [CH2:24]([O:23][C:21]([CH:20]1[CH2:26][CH2:27][N:17]([CH2:14][C:10]2[CH:11]=[CH:12][CH:13]=[C:8]([NH:7][C:6]([O:5][C:1]([CH3:4])([CH3:3])[CH3:2])=[O:16])[CH:9]=2)[CH2:18][CH2:19]1)=[O:22])[CH3:25], predict the reactants needed to synthesize it. The reactants are: [C:1]([O:5][C:6](=[O:16])[NH:7][C:8]1[CH:13]=[CH:12][CH:11]=[C:10]([CH:14]=O)[CH:9]=1)([CH3:4])([CH3:3])[CH3:2].[NH:17]1[CH2:27][CH2:26][CH:20]([C:21]([O:23][CH2:24][CH3:25])=[O:22])[CH2:19][CH2:18]1.C(O)(=O)C.C([BH3-])#N.[Na+]. (2) Given the product [NH:16]1[CH:20]=[CH:19][N:18]=[C:17]1[CH:21]([CH3:24])[CH2:22][NH:23][C:13]([C:3]1[C:2]([NH2:1])=[N:7][C:6]([C:8]([F:9])([F:10])[F:11])=[C:5]([Br:12])[N:4]=1)=[O:15], predict the reactants needed to synthesize it. The reactants are: [NH2:1][C:2]1[C:3]([C:13]([OH:15])=O)=[N:4][C:5]([Br:12])=[C:6]([C:8]([F:11])([F:10])[F:9])[N:7]=1.[NH:16]1[CH:20]=[CH:19][N:18]=[C:17]1[CH:21]([CH3:24])[CH2:22][NH2:23].NCCC1N=CNC=1. (3) Given the product [C:49]([O:52][C@@H:11]1[O:14][C@:15]([CH2:36][CH3:37])([CH2:26][O:27][C:28](=[O:35])[C:29]2[CH:34]=[CH:33][CH:32]=[CH:31][CH:30]=2)[C@@H:16]([O:17][C:18](=[O:25])[C:19]2[CH:24]=[CH:23][CH:22]=[CH:21][CH:20]=2)[C@H:10]1[O:9][C:1](=[O:8])[C:2]1[CH:3]=[CH:4][CH:5]=[CH:6][CH:7]=1)(=[O:51])[CH3:50], predict the reactants needed to synthesize it. The reactants are: [C:1]([O:9][C@@H:10]1[C@H:16]([O:17][C:18](=[O:25])[C:19]2[CH:24]=[CH:23][CH:22]=[CH:21][CH:20]=2)[C@@:15]([CH2:36][CH3:37])([CH2:26][O:27][C:28](=[O:35])[C:29]2[CH:34]=[CH:33][CH:32]=[CH:31][CH:30]=2)[O:14][C@H:11]1OC)(=[O:8])[C:2]1[CH:7]=[CH:6][CH:5]=[CH:4][CH:3]=1.S(=O)(=O)(O)O.C(OCC)(=O)C.[C:49]([OH:52])(=[O:51])[CH3:50].